Regression. Given two drug SMILES strings and cell line genomic features, predict the synergy score measuring deviation from expected non-interaction effect. From a dataset of NCI-60 drug combinations with 297,098 pairs across 59 cell lines. Drug 1: CC1=C(N=C(N=C1N)C(CC(=O)N)NCC(C(=O)N)N)C(=O)NC(C(C2=CN=CN2)OC3C(C(C(C(O3)CO)O)O)OC4C(C(C(C(O4)CO)O)OC(=O)N)O)C(=O)NC(C)C(C(C)C(=O)NC(C(C)O)C(=O)NCCC5=NC(=CS5)C6=NC(=CS6)C(=O)NCCC[S+](C)C)O. Cell line: RPMI-8226. Synergy scores: CSS=14.6, Synergy_ZIP=1.41, Synergy_Bliss=4.41, Synergy_Loewe=-16.5, Synergy_HSA=0.729. Drug 2: C1C(C(OC1N2C=NC(=NC2=O)N)CO)O.